Task: Predict the product of the given reaction.. Dataset: Forward reaction prediction with 1.9M reactions from USPTO patents (1976-2016) (1) Given the reactants [OH:1][C:2]([CH3:21])([CH3:20])[CH2:3][NH:4][C:5]([C:7]1[S:8][CH:9]=[C:10]([C:12]([N:14]2[CH2:18][CH2:17][CH2:16][C@@H:15]2[CH3:19])=[O:13])[N:11]=1)=[O:6].Br[C:23]1[C:24]([C:39]([F:42])([F:41])[F:40])=[CH:25][C:26]([C:29]([OH:38])([C:34]([F:37])([F:36])[F:35])[C:30]([F:33])([F:32])[F:31])=[N:27][CH:28]=1.C1(P(C2CCCCC2)C2C=CC=CC=2C2C(OC(C)C)=CC=CC=2OC(C)C)CCCCC1.C(O)(=O)C(C)(C)C.C([O-])([O-])=O.[K+].[K+].C(#N)CCC, predict the reaction product. The product is: [F:37][C:34]([F:35])([F:36])[C:29]([C:26]1[N:27]=[CH:28][C:23]([C:9]2[S:8][C:7]([C:5]([NH:4][CH2:3][C:2]([OH:1])([CH3:20])[CH3:21])=[O:6])=[N:11][C:10]=2[C:12]([N:14]2[CH2:18][CH2:17][CH2:16][C@@H:15]2[CH3:19])=[O:13])=[C:24]([C:39]([F:40])([F:41])[F:42])[CH:25]=1)([OH:38])[C:30]([F:33])([F:32])[F:31]. (2) Given the reactants [CH3:1][N:2]1[C:10]2[C:5](=[CH:6][CH:7]=[CH:8][C:9]=2[CH2:11][C:12]([NH2:14])=[O:13])[CH:4]=[CH:3]1.[CH2:15]([O:17][C:18]1[CH:26]=[C:25]2[C:21]([C:22]([C:27](=O)[C:28](OC)=[O:29])=[CH:23][NH:24]2)=[CH:20][CH:19]=1)[CH3:16].CC(C)([O-])C.[K+].C1COCC1, predict the reaction product. The product is: [CH2:15]([O:17][C:18]1[CH:26]=[C:25]2[C:21]([C:22]([C:27]3[C:28](=[O:29])[NH:14][C:12](=[O:13])[C:11]=3[C:9]3[CH:8]=[CH:7][CH:6]=[C:5]4[C:10]=3[N:2]([CH3:1])[CH:3]=[CH:4]4)=[CH:23][NH:24]2)=[CH:20][CH:19]=1)[CH3:16]. (3) Given the reactants Cl.[NH2:2][OH:3].[F:4][C:5]1[C:10]([F:11])=[CH:9][C:8]([F:12])=[CH:7][C:6]=1[C:13]#[C:14][CH2:15][N:16]1[CH2:21][CH2:20][C@@H:19]([CH2:22][CH2:23][C:24](=O)[C:25]2[C:34]3[C:29](=[CH:30][CH:31]=[C:32]([O:35][CH3:36])[CH:33]=3)[N:28]=[CH:27][CH:26]=2)[C@@H:18]([C:38]([O:40][CH3:41])=[O:39])[CH2:17]1, predict the reaction product. The product is: [F:4][C:5]1[C:10]([F:11])=[CH:9][C:8]([F:12])=[CH:7][C:6]=1[C:13]#[C:14][CH2:15][N:16]1[CH2:21][CH2:20][C@@H:19]([CH2:22][CH2:23][C:24](=[N:2][OH:3])[C:25]2[C:34]3[C:29](=[CH:30][CH:31]=[C:32]([O:35][CH3:36])[CH:33]=3)[N:28]=[CH:27][CH:26]=2)[C@@H:18]([C:38]([O:40][CH3:41])=[O:39])[CH2:17]1. (4) Given the reactants [NH2:1][C:2]1[CH:3]=[CH:4][CH:5]=[C:6]2[C:11]=1[CH2:10][C@H:9]([OH:12])[CH2:8][CH2:7]2.N1C=CC=CC=1.Cl[C:20]([O:22][C:23]1[CH:28]=[CH:27][CH:26]=[CH:25][CH:24]=1)=[O:21].C(OC(=O)C)C, predict the reaction product. The product is: [OH:12][C@H:9]1[CH2:10][C:11]2[C:2]([NH:1][C:20](=[O:21])[O:22][C:23]3[CH:28]=[CH:27][CH:26]=[CH:25][CH:24]=3)=[CH:3][CH:4]=[CH:5][C:6]=2[CH2:7][CH2:8]1.